Dataset: Reaction yield outcomes from USPTO patents with 853,638 reactions. Task: Predict the reaction yield, written as a fraction of the theoretical maximum amount of product (1.0 means a 100% yield; for example, 0.34 means a 34% yield). (1) The reactants are [N:1]1([CH2:7][CH2:8][NH2:9])[CH2:6][CH2:5][CH2:4][CH2:3][CH2:2]1.Cl[C:11]1[N:12]=[N+:13]([O-:23])[C:14]2[CH:20]=[CH:19][C:18]([O:21][CH3:22])=[CH:17][C:15]=2[N:16]=1. The catalyst is COCCOC. The product is [CH3:22][O:21][C:18]1[CH:19]=[CH:20][C:14]2[N+:13]([O-:23])=[N:12][C:11]([NH:9][CH2:8][CH2:7][N:1]3[CH2:6][CH2:5][CH2:4][CH2:3][CH2:2]3)=[N:16][C:15]=2[CH:17]=1. The yield is 1.00. (2) The reactants are [NH2:1][C:2]1[CH:24]=[CH:23][C:5]([O:6][C:7]2[CH:12]=[CH:11][N:10]=[C:9]3[CH:13]=[C:14]([C:16]([N:18]4[CH2:21][CH:20]([OH:22])[CH2:19]4)=[O:17])[S:15][C:8]=23)=[C:4]([F:25])[CH:3]=1.CSC1SC2C(=NC=CC=2OC2C=CC(NC(NC(=O)CC3C=CC=CC=3)=S)=CC=2F)C=1.[CH3:58][O:59][C:60]1[CH:65]=[CH:64][CH:63]=[CH:62][C:61]=1[CH2:66][C:67]([N:69]=[C:70]=[S:71])=[O:68]. No catalyst specified. The product is [F:25][C:4]1[CH:3]=[C:2]([NH:1][C:70]([NH:69][C:67](=[O:68])[CH2:66][C:61]2[CH:62]=[CH:63][CH:64]=[CH:65][C:60]=2[O:59][CH3:58])=[S:71])[CH:24]=[CH:23][C:5]=1[O:6][C:7]1[CH:12]=[CH:11][N:10]=[C:9]2[CH:13]=[C:14]([C:16]([N:18]3[CH2:19][CH:20]([OH:22])[CH2:21]3)=[O:17])[S:15][C:8]=12. The yield is 0.390. (3) The reactants are Br[C:2]1[C:7](=[O:8])[N:6]([CH2:9][C:10]2[CH:15]=[CH:14][C:13]([C:16]3[C:17]([C:22]#[N:23])=[CH:18][CH:19]=[CH:20][CH:21]=3)=[CH:12][CH:11]=2)[C:5]([CH2:24][CH2:25][CH3:26])=[N:4][C:3]=1[CH2:27][CH3:28].[F:29][C:30]([F:42])([F:41])[O:31][C:32]1[CH:37]=[CH:36][C:35](B(O)O)=[CH:34][CH:33]=1.C(=O)([O-])[O-].[Cs+].[Cs+]. The catalyst is O1CCOCC1.C(OCC)(=O)C.C1C=CC(P(C2C=CC=CC=2)[C-]2C=CC=C2)=CC=1.C1C=CC(P(C2C=CC=CC=2)[C-]2C=CC=C2)=CC=1.Cl[Pd]Cl.[Fe+2]. The product is [CH2:27]([C:3]1[N:4]=[C:5]([CH2:24][CH2:25][CH3:26])[N:6]([CH2:9][C:10]2[CH:11]=[CH:12][C:13]([C:16]3[C:17]([C:22]#[N:23])=[CH:18][CH:19]=[CH:20][CH:21]=3)=[CH:14][CH:15]=2)[C:7](=[O:8])[C:2]=1[C:35]1[CH:34]=[CH:33][C:32]([O:31][C:30]([F:29])([F:41])[F:42])=[CH:37][CH:36]=1)[CH3:28]. The yield is 0.950. (4) The reactants are [CH3:1][C:2]1[CH:7]=[CH:6][N:5]=[CH:4][C:3]=1[N:8]1[CH2:12][CH2:11][NH:10][C:9]1=[O:13].Br[C:15]1[C:24]2[C:19](=[CH:20][CH:21]=[CH:22][CH:23]=2)[CH:18]=[CH:17][CH:16]=1.N[C@@H]1CCCC[C@H]1N.P([O-])([O-])([O-])=O.[K+].[K+].[K+]. The catalyst is [Cu](I)I.O1CCOCC1. The product is [CH3:1][C:2]1[CH:7]=[CH:6][N:5]=[CH:4][C:3]=1[N:8]1[CH2:12][CH2:11][N:10]([C:23]2[C:24]3[C:19](=[CH:18][CH:17]=[CH:16][CH:15]=3)[CH:20]=[CH:21][CH:22]=2)[C:9]1=[O:13]. The yield is 0.633. (5) The reactants are C[O:2][C:3]1[CH:21]=[CH:20][C:6]([O:7][C:8]2[CH:13]=[CH:12][C:11]([C:14]3[CH:19]=[CH:18][CH:17]=[CH:16][CH:15]=3)=[CH:10][CH:9]=2)=[CH:5][CH:4]=1.B(Br)(Br)Br.C(Cl)Cl.O. The product is [C:11]1([C:14]2[CH:19]=[CH:18][CH:17]=[CH:16][CH:15]=2)[CH:12]=[CH:13][C:8]([O:7][C:6]2[CH:20]=[CH:21][C:3]([OH:2])=[CH:4][CH:5]=2)=[CH:9][CH:10]=1. The catalyst is C(Cl)Cl. The yield is 0.280. (6) The reactants are [CH3:1][O:2][C:3]1[C:21]([O:22][CH3:23])=[C:20]([O:24][CH3:25])[CH:19]=[CH:18][C:4]=1[C:5]([NH:7][CH2:8][CH2:9][N:10]1[CH:14]=[C:13]([C:15]([OH:17])=O)[N:12]=[N:11]1)=[O:6].[B:26]1([C@@H:39]([NH2:47])[CH2:40][C:41]2[CH:46]=[CH:45][CH:44]=[CH:43][CH:42]=2)[O:34][C@:33]2([CH3:35])[C@@H:28]([CH2:29][C@H:30]3[C:36]([CH3:38])([CH3:37])[C@@H:32]2[CH2:31]3)[O:27]1.Cl.C(N(CC)C(C)C)(C)C.CN(C(ON1N=NC2C=CC=NC1=2)=[N+](C)C)C.F[P-](F)(F)(F)(F)F. The catalyst is CN(C=O)C. The product is [C:41]1([CH2:40][C@H:39]([NH:47][C:15]([C:13]2[N:12]=[N:11][N:10]([CH2:9][CH2:8][NH:7][C:5](=[O:6])[C:4]3[CH:18]=[CH:19][C:20]([O:24][CH3:25])=[C:21]([O:22][CH3:23])[C:3]=3[O:2][CH3:1])[CH:14]=2)=[O:17])[B:26]2[O:27][C@H:28]3[C@:33]([CH3:35])([C@H:32]4[CH2:31][C@@H:30]([CH2:29]3)[C:36]4([CH3:37])[CH3:38])[O:34]2)[CH:46]=[CH:45][CH:44]=[CH:43][CH:42]=1. The yield is 0.570. (7) The reactants are [C:1]([O:5][C:6]([N:8]1[CH2:11][CH:10]([CH2:12][NH:13][CH2:14][C:15]2[CH:20]=[CH:19][C:18]([Cl:21])=[CH:17][C:16]=2[Cl:22])[CH2:9]1)=[O:7])([CH3:4])([CH3:3])[CH3:2].[CH:23]([C:25]([CH3:27])=[O:26])=[CH2:24]. The catalyst is C(Cl)(Cl)Cl. The product is [C:1]([O:5][C:6]([N:8]1[CH2:11][CH:10]([CH2:12][N:13]([CH2:14][C:15]2[CH:20]=[CH:19][C:18]([Cl:21])=[CH:17][C:16]=2[Cl:22])[CH2:24][CH2:23][C:25](=[O:26])[CH3:27])[CH2:9]1)=[O:7])([CH3:4])([CH3:2])[CH3:3]. The yield is 0.810. (8) The reactants are Br[C:2]1[CH:7]=[CH:6][C:5]([C:8]2[CH:23]=[C:11]3[N:12]=[C:13]([Cl:22])[CH:14]=[C:15]([N:16]4[CH2:21][CH2:20][O:19][CH2:18][CH2:17]4)[N:10]3[N:9]=2)=[CH:4][CH:3]=1.CC(C)([O-])C.[Na+].[NH:30]1[CH2:35][CH2:34][O:33][CH2:32][CH2:31]1. The catalyst is C1(C)C=CC=CC=1.O.[Pd].[Pd].C(=CC(C=CC1C=CC=CC=1)=O)C1C=CC=CC=1.C(=CC(C=CC1C=CC=CC=1)=O)C1C=CC=CC=1.C(=CC(C=CC1C=CC=CC=1)=O)C1C=CC=CC=1. The product is [Cl:22][C:13]1[CH:14]=[C:15]([N:16]2[CH2:21][CH2:20][O:19][CH2:18][CH2:17]2)[N:10]2[N:9]=[C:8]([C:5]3[CH:6]=[CH:7][C:2]([N:30]4[CH2:35][CH2:34][O:33][CH2:32][CH2:31]4)=[CH:3][CH:4]=3)[CH:23]=[C:11]2[N:12]=1. The yield is 0.390. (9) The reactants are BrCCC[CH2:5][C:6]([CH3:21])([C:15]1C=[CH:19][CH:18]=[CH:17][CH:16]=1)[CH2:7][O:8][CH:9]1[CH2:14][CH2:13][CH2:12][CH2:11][O:10]1.[Br:22]CCCCCC(C)(C)CO.O1C=CCCC1. The catalyst is ClCl.O.C1(C)C=CC(S(O)(=O)=O)=CC=1. The product is [Br:22][CH2:19][CH2:18][CH2:17][CH2:16][CH2:15][C:6]([CH3:21])([CH3:5])[CH2:7][O:8][CH:9]1[CH2:14][CH2:13][CH2:12][CH2:11][O:10]1. The yield is 0.460. (10) The reactants are [C:1]([OH:9])(=[O:8])[C:2]1[CH:7]=[CH:6][CH:5]=[CH:4][CH:3]=1.[CH2:10](O)[CH2:11][CH2:12][CH2:13][CH2:14][OH:15].C1(C)C=CC(S(O)(=O)=O)=CC=1. The catalyst is O. The product is [C:1]([O:9][CH2:10][CH2:11][CH2:12][CH2:13][CH2:14][OH:15])(=[O:8])[C:2]1[CH:7]=[CH:6][CH:5]=[CH:4][CH:3]=1. The yield is 0.670.